Dataset: Full USPTO retrosynthesis dataset with 1.9M reactions from patents (1976-2016). Task: Predict the reactants needed to synthesize the given product. Given the product [N+:15]([C:12]1[CH:13]=[CH:14][C:9]([N:1]2[CH:5]=[N:4][CH:3]=[N:2]2)=[CH:10][CH:11]=1)([O-:17])=[O:16], predict the reactants needed to synthesize it. The reactants are: [NH:1]1[CH:5]=[N:4][CH:3]=[N:2]1.[H-].[Na+].F[C:9]1[CH:14]=[CH:13][C:12]([N+:15]([O-:17])=[O:16])=[CH:11][CH:10]=1.O.